Task: Predict the reaction yield, written as a fraction of the theoretical maximum amount of product (1.0 means a 100% yield; for example, 0.34 means a 34% yield).. Dataset: Reaction yield outcomes from USPTO patents with 853,638 reactions The reactants are [F:1][CH2:2][C:3]([C:7]1[O:11][N:10]=[C:9]([NH2:12])[CH:8]=1)([CH3:6])[CH2:4][F:5].Cl[C:14]([O:16][C:17]1[CH:22]=[CH:21][CH:20]=[CH:19][CH:18]=1)=[O:15].C([O-])([O-])=O.[K+].[K+]. The catalyst is C1COCC1. The product is [F:5][CH2:4][C:3]([C:7]1[O:11][N:10]=[C:9]([NH:12][C:14](=[O:15])[O:16][C:17]2[CH:22]=[CH:21][CH:20]=[CH:19][CH:18]=2)[CH:8]=1)([CH3:6])[CH2:2][F:1]. The yield is 0.760.